Task: Predict the product of the given reaction.. Dataset: Forward reaction prediction with 1.9M reactions from USPTO patents (1976-2016) The product is: [Cl:22][C:23]1[CH:28]=[CH:27][C:26]([NH:29][C:30]([NH:20][C@@H:17]2[CH2:16][C@@H:15]3[C@@:11]([C:5]4[CH:6]=[CH:7][C:8]([O:9][CH3:10])=[C:3]([O:2][CH3:1])[CH:4]=4)([CH2:12][CH2:13][N:14]3[CH3:21])[CH2:19][CH2:18]2)=[O:31])=[CH:25][C:24]=1[C:32]([F:33])([F:34])[F:35]. Given the reactants [CH3:1][O:2][C:3]1[CH:4]=[C:5]([C@:11]23[CH2:19][CH2:18][C@H:17]([NH2:20])[CH2:16][C@H:15]2[N:14]([CH3:21])[CH2:13][CH2:12]3)[CH:6]=[CH:7][C:8]=1[O:9][CH3:10].[Cl:22][C:23]1[CH:28]=[CH:27][C:26]([N:29]=[C:30]=[O:31])=[CH:25][C:24]=1[C:32]([F:35])([F:34])[F:33], predict the reaction product.